This data is from Reaction yield outcomes from USPTO patents with 853,638 reactions. The task is: Predict the reaction yield, written as a fraction of the theoretical maximum amount of product (1.0 means a 100% yield; for example, 0.34 means a 34% yield). (1) The reactants are [Cl:1][C:2]1[CH:7]=[CH:6][CH:5]=[CH:4][C:3]=1[C:8]1[CH:13]=[CH:12][N:11]=[CH:10][C:9]=1[NH:14][CH3:15].[CH3:16][S:17]([C:20]1[CH:21]=[C:22]([CH:26]=[C:27]([C:29]([F:32])([F:31])[F:30])[CH:28]=1)[C:23]([OH:25])=O)(=[O:19])=[O:18]. No catalyst specified. The product is [Cl:1][C:2]1[CH:7]=[CH:6][CH:5]=[CH:4][C:3]=1[C:8]1[CH:13]=[CH:12][N:11]=[CH:10][C:9]=1[N:14]([CH3:15])[C:23](=[O:25])[C:22]1[CH:26]=[C:27]([C:29]([F:32])([F:31])[F:30])[CH:28]=[C:20]([S:17]([CH3:16])(=[O:18])=[O:19])[CH:21]=1. The yield is 0.260. (2) The reactants are Br[C:2]1[CH:3]=[C:4]2[C:8](=[C:9]([C:11]([NH2:13])=[O:12])[CH:10]=1)[NH:7][CH:6]=[C:5]2[CH:14]1[CH2:18][CH2:17][S:16](=[O:20])(=[O:19])[CH2:15]1.CC1(C)C(C)(C)OB([C:29]2[CH:30]=[C:31]([CH2:34][N:35]3[CH2:41][CH2:40][CH2:39][CH2:38]CC3)[S:32][CH:33]=2)O1.C(=O)([O-])[O-].[K+].[K+]. The catalyst is O1CCOCC1.O.C1C=CC(P(C2C=CC=CC=2)[C-]2C=CC=C2)=CC=1.C1C=CC(P(C2C=CC=CC=2)[C-]2C=CC=C2)=CC=1.Cl[Pd]Cl.[Fe+2]. The product is [O:19]=[S:16]1(=[O:20])[CH2:17][CH2:18][CH:14]([C:5]2[C:4]3[C:8](=[C:9]([C:11]([NH2:13])=[O:12])[CH:10]=[C:2]([C:29]4[CH:30]=[C:31]([CH2:34][N:35]5[CH2:41][CH2:40][CH2:39][CH2:38]5)[S:32][CH:33]=4)[CH:3]=3)[NH:7][CH:6]=2)[CH2:15]1. The yield is 0.120. (3) The reactants are [CH2:1]([O:3][C:4]([C:6]1[NH:7][C:8]([CH3:20])=[C:9]([C:12](=[O:19])[C:13]2[CH:18]=[CH:17][CH:16]=[CH:15][CH:14]=2)[C:10]=1[CH3:11])=[O:5])[CH3:2].C(O)(=[O:23])C.O. The catalyst is O1CCCC1. The product is [CH2:1]([O:3][C:4]([C:6]1[NH:7][C:8]([CH:20]=[O:23])=[C:9]([C:12](=[O:19])[C:13]2[CH:18]=[CH:17][CH:16]=[CH:15][CH:14]=2)[C:10]=1[CH3:11])=[O:5])[CH3:2]. The yield is 0.750. (4) The reactants are [OH:1][CH2:2][CH2:3][CH2:4][C@@:5]1([C:29]2[CH:34]=[CH:33][CH:32]=[CH:31][CH:30]=2)[O:10][C:9](=[O:11])[N:8]([C@H:12]([C:14]2[CH:19]=[CH:18][C:17](B3OC(C)(C)C(C)(C)O3)=[CH:16][CH:15]=2)[CH3:13])[CH2:7][CH2:6]1.Br[C:36]1[CH:41]=[CH:40][N:39]([CH3:42])[C:38](=[O:43])[CH:37]=1.C([O-])([O-])=O.[Cs+].[Cs+]. The catalyst is O1CCOCC1.Cl[Pd](Cl)([P](C1C=CC=CC=1)(C1C=CC=CC=1)C1C=CC=CC=1)[P](C1C=CC=CC=1)(C1C=CC=CC=1)C1C=CC=CC=1. The product is [OH:1][CH2:2][CH2:3][CH2:4][C@@:5]1([C:29]2[CH:30]=[CH:31][CH:32]=[CH:33][CH:34]=2)[O:10][C:9](=[O:11])[N:8]([C@H:12]([C:14]2[CH:19]=[CH:18][C:17]([C:36]3[CH:41]=[CH:40][N:39]([CH3:42])[C:38](=[O:43])[CH:37]=3)=[CH:16][CH:15]=2)[CH3:13])[CH2:7][CH2:6]1. The yield is 0.510. (5) The reactants are [Cl:1][C:2]1[N:7]=[N:6][C:5]([NH:8][NH2:9])=[CH:4][CH:3]=1.[N:10]1[C:19]2[C:14](=[CH:15][C:16]([CH2:20][C:21](O)=O)=[CH:17][CH:18]=2)[CH:13]=[CH:12][CH:11]=1.C1(N=C=NC2CCCCC2)CCCCC1. The catalyst is ClCCl. The product is [Cl:1][C:2]1[CH:3]=[CH:4][C:5]2[N:6]([C:21]([CH2:20][C:16]3[CH:15]=[C:14]4[C:19](=[CH:18][CH:17]=3)[N:10]=[CH:11][CH:12]=[CH:13]4)=[N:9][N:8]=2)[N:7]=1. The yield is 0.990.